Dataset: Peptide-MHC class I binding affinity with 185,985 pairs from IEDB/IMGT. Task: Regression. Given a peptide amino acid sequence and an MHC pseudo amino acid sequence, predict their binding affinity value. This is MHC class I binding data. (1) The peptide sequence is IAIGIITLY. The MHC is HLA-A30:02 with pseudo-sequence HLA-A30:02. The binding affinity (normalized) is 0.270. (2) The peptide sequence is TPTHLSLAI. The MHC is HLA-B51:01 with pseudo-sequence HLA-B51:01. The binding affinity (normalized) is 0.263. (3) The peptide sequence is VTGSYNLVDT. The MHC is HLA-A02:02 with pseudo-sequence HLA-A02:02. The binding affinity (normalized) is 0. (4) The peptide sequence is SNFTSTTVK. The MHC is HLA-A02:02 with pseudo-sequence HLA-A02:02. The binding affinity (normalized) is 0. (5) The peptide sequence is DYKECEWPL. The MHC is HLA-B48:01 with pseudo-sequence HLA-B48:01. The binding affinity (normalized) is 0.0847. (6) The peptide sequence is IYKGVYQFK. The MHC is HLA-A33:01 with pseudo-sequence HLA-A33:01. The binding affinity (normalized) is 0.759. (7) The peptide sequence is KQQREKQRESR. The MHC is HLA-B27:05 with pseudo-sequence HLA-B27:05. The binding affinity (normalized) is 0.162.